This data is from Full USPTO retrosynthesis dataset with 1.9M reactions from patents (1976-2016). The task is: Predict the reactants needed to synthesize the given product. (1) Given the product [CH2:38]([N:36]1[CH:37]=[C:33]([CH2:32][N:7]2[C:6]3[CH:8]=[C:9]([C:11]4[CH:16]=[CH:15][CH:14]=[CH:13][CH:12]=4)[S:10][C:5]=3[C:4](=[O:17])[N:3]([CH:18]3[CH2:23][CH2:22][N:21]([C:24]([O:26][C:27]([CH3:30])([CH3:29])[CH3:28])=[O:25])[CH2:20][CH2:19]3)[C:2]2=[O:1])[CH:34]=[N:35]1)[CH3:39], predict the reactants needed to synthesize it. The reactants are: [O:1]=[C:2]1[NH:7][C:6]2[CH:8]=[C:9]([C:11]3[CH:16]=[CH:15][CH:14]=[CH:13][CH:12]=3)[S:10][C:5]=2[C:4](=[O:17])[N:3]1[CH:18]1[CH2:23][CH2:22][N:21]([C:24]([O:26][C:27]([CH3:30])([CH3:29])[CH3:28])=[O:25])[CH2:20][CH2:19]1.Cl[CH2:32][C:33]1[CH:34]=[N:35][N:36]([CH2:38][CH3:39])[CH:37]=1.C(=O)([O-])[O-].[K+].[K+]. (2) The reactants are: Cl.[NH2:2][OH:3].C([O-])(=O)C.[Na+].CO.[O:11]1[CH:15]=[CH:14][CH:13]=[C:12]1[C:16](=O)[CH2:17][CH3:18]. Given the product [O:11]1[CH:15]=[CH:14][CH:13]=[C:12]1[C:16](=[N:2][OH:3])[CH2:17][CH3:18], predict the reactants needed to synthesize it. (3) Given the product [CH2:1]([O:72][CH:29]1[C@@H:30]([O:64][CH2:65][C:66]2[CH:67]=[CH:68][CH:69]=[CH:70][CH:71]=2)[C@H:31]([O:56][CH2:57][C:58]2[CH:63]=[CH:62][CH:61]=[CH:60][CH:59]=2)[C:32]([CH2:44][O:45][CH2:46][C:47]2[CH:48]=[CH:49][C:50]([O:53][CH3:54])=[CH:51][CH:52]=2)([CH2:33][O:34][CH2:35][C:36]2[CH:37]=[CH:38][C:39]([O:42][CH3:43])=[CH:40][CH:41]=2)[O:55][C:28]1([C:9]1[CH:14]=[CH:13][C:12]([Cl:15])=[C:11]([CH2:16][C:17]2[CH:22]=[CH:21][C:20]([O:23][CH3:24])=[CH:19][CH:18]=2)[CH:10]=1)[OH:80])[C:2]1[CH:86]=[CH:85][CH:84]=[CH:4][CH:3]=1, predict the reactants needed to synthesize it. The reactants are: [CH2:1]([Li])[CH2:2][CH2:3][CH3:4].O=O.Br[C:9]1[CH:14]=[CH:13][C:12]([Cl:15])=[C:11]([CH2:16][C:17]2[CH:22]=[CH:21][C:20]([O:23][CH3:24])=[CH:19][CH:18]=2)[CH:10]=1.CON(C)[C:28](=[O:80])[C@H:29]([O:72]CC1C=CC=CC=1)[C@@H:30]([O:64][CH2:65][C:66]1[CH:71]=[CH:70][CH:69]=[CH:68][CH:67]=1)[C@H:31]([O:56][CH2:57][C:58]1[CH:63]=[CH:62][CH:61]=[CH:60][CH:59]=1)[C:32]([OH:55])([CH2:44][O:45][CH2:46][C:47]1[CH:52]=[CH:51][C:50]([O:53][CH3:54])=[CH:49][CH:48]=1)[CH2:33][O:34][CH2:35][C:36]1[CH:41]=[CH:40][C:39]([O:42][CH3:43])=[CH:38][CH:37]=1.[Al].O1C[CH2:86][CH2:85][CH2:84]1. (4) The reactants are: [F:1][C:2]([F:28])([F:27])[C:3]1[CH:22]=[C:21]([C:23]([F:26])([F:25])[F:24])[CH:20]=[CH:19][C:4]=1[CH2:5][O:6][C:7]1[CH:8]=[C:9]([CH2:13][C:14]([O:16]CC)=[O:15])[CH:10]=[CH:11][CH:12]=1.[OH-].[Na+].Cl. Given the product [F:1][C:2]([F:27])([F:28])[C:3]1[CH:22]=[C:21]([C:23]([F:25])([F:26])[F:24])[CH:20]=[CH:19][C:4]=1[CH2:5][O:6][C:7]1[CH:8]=[C:9]([CH2:13][C:14]([OH:16])=[O:15])[CH:10]=[CH:11][CH:12]=1, predict the reactants needed to synthesize it.